Dataset: Catalyst prediction with 721,799 reactions and 888 catalyst types from USPTO. Task: Predict which catalyst facilitates the given reaction. (1) Reactant: [CH3:1][O:2][CH2:3][CH2:4][O:5][C:6]1[CH:7]=[C:8]2[C:20]([NH:21][C:22]3[CH:23]=[CH:24][CH:25]=[C:26]([C:28]#[CH:29])[CH:27]=3)=[N:19][CH:18]=[N:17][C:9]2=[CH:10][C:11]=1[O:12][CH2:13][CH2:14][O:15][CH3:16].[ClH:30]. Product: [CH3:1][O:2][CH2:3][CH2:4][O:5][C:6]1[CH:7]=[C:8]2[C:20]([NH:21][C:22]3[CH:23]=[CH:24][CH:25]=[C:26]([C:28]#[CH:29])[CH:27]=3)=[N:19][CH:18]=[N:17][C:9]2=[CH:10][C:11]=1[O:12][CH2:13][CH2:14][O:15][CH3:16].[ClH:30]. The catalyst class is: 480. (2) Reactant: [CH3:1][S:2]([C:5]1[CH:10]=[CH:9][CH:8]=[CH:7][C:6]=1[OH:11])(=[O:4])=[O:3].C([O-])([O-])=O.[K+].[K+].Br[CH2:19][C:20]([O:22][CH2:23][CH3:24])=[O:21]. Product: [CH3:1][S:2]([C:5]1[CH:10]=[CH:9][CH:8]=[CH:7][C:6]=1[O:11][CH2:19][C:20]([O:22][CH2:23][CH3:24])=[O:21])(=[O:3])=[O:4]. The catalyst class is: 144. (3) Reactant: [CH3:1][C:2]1[CH2:3][C:4]2[C:9]([CH:10]=1)=[CH:8][CH:7]=[CH:6][CH:5]=2.C([Li])CCC.[CH3:16][C:17]1[S:21][C:20]2[CH:22]([CH2:29][CH2:30]OS(C(F)(F)F)(=O)=O)[C:23]3[S:24][C:25]([CH3:28])=[CH:26][C:27]=3[C:19]=2[CH:18]=1. Product: [CH3:1][C:2]1[CH:10]([CH2:30][CH2:29][C:22]2[C:20]3[S:21][C:17]([CH3:16])=[CH:18][C:19]=3[C:27]3[C:23]=2[S:24][CH:25]([CH3:28])[CH:26]=3)[C:9]2[C:4]([CH:3]=1)=[CH:5][CH:6]=[CH:7][CH:8]=2. The catalyst class is: 1. (4) Reactant: [Cl:1][C:2]1[C:7]([OH:8])=[CH:6][C:5]([N:9]2[C:14](=[O:15])[CH:13]=[C:12]([C:16]([F:19])([F:18])[F:17])[NH:11][C:10]2=[O:20])=[C:4]([F:21])[CH:3]=1.Cl[C:23]1[CH:28]=[CH:27][CH:26]=[CH:25][C:24]=1[N+:29]([O-:31])=[O:30].C(=O)([O-])[O-].[K+].[K+].Cl. Product: [Cl:1][C:2]1[C:7]([O:8][C:23]2[CH:28]=[CH:27][CH:26]=[CH:25][C:24]=2[N+:29]([O-:31])=[O:30])=[CH:6][C:5]([N:9]2[C:14](=[O:15])[CH:13]=[C:12]([C:16]([F:18])([F:17])[F:19])[NH:11][C:10]2=[O:20])=[C:4]([F:21])[CH:3]=1. The catalyst class is: 35. (5) Reactant: [OH:1][CH:2]([CH2:14][CH2:15][CH3:16])[CH2:3][CH2:4][N:5]([CH3:13])[C:6](=[O:12])[O:7][C:8]([CH3:11])([CH3:10])[CH3:9].[Cl:17][C:18]1[CH:23]=[CH:22][C:21]([N+:24]([O-:26])=[O:25])=[C:20](F)[CH:19]=1. Product: [CH3:9][C:8]([O:7][C:6](=[O:12])[N:5]([CH2:4][CH2:3][CH:2]([O:1][C:22]1[CH:23]=[C:18]([Cl:17])[CH:19]=[CH:20][C:21]=1[N+:24]([O-:26])=[O:25])[CH2:14][CH2:15][CH3:16])[CH3:13])([CH3:10])[CH3:11]. The catalyst class is: 9. (6) Reactant: [CH2:1]([O:3][C:4]([CH:6]1[CH2:11][CH2:10][C:9](=O)[CH2:8][CH2:7]1)=[O:5])[CH3:2].[F:13][C:14]1[CH:19]=[CH:18][CH:17]=[CH:16][C:15]=1[NH2:20].C(O)(=O)C.C(O[BH-](OC(=O)C)OC(=O)C)(=O)C.[Na+]. Product: [CH2:1]([O:3][C:4]([CH:6]1[CH2:11][CH2:10][CH2:9][CH:8]([NH:20][C:15]2[CH:16]=[CH:17][CH:18]=[CH:19][C:14]=2[F:13])[CH2:7]1)=[O:5])[CH3:2]. The catalyst class is: 1. (7) Product: [CH2:1]([O:8][C:9](=[O:10])[NH:11][CH2:12][CH2:13][C:14]([NH:17][CH2:18][C@@H:19]([NH:31][C:32]([O:34][C:35]([CH3:38])([CH3:37])[CH3:36])=[O:33])[CH2:20][CH2:21][CH2:22][NH:23][C:24]([O:25][C:26]([CH3:28])([CH3:29])[CH3:27])=[O:30])=[O:16])[C:2]1[CH:3]=[CH:4][CH:5]=[CH:6][CH:7]=1. Reactant: [CH2:1]([O:8][C:9]([NH:11][CH2:12][CH2:13][C:14]([OH:16])=O)=[O:10])[C:2]1[CH:7]=[CH:6][CH:5]=[CH:4][CH:3]=1.[NH2:17][CH2:18][C@@H:19]([NH:31][C:32]([O:34][C:35]([CH3:38])([CH3:37])[CH3:36])=[O:33])[CH2:20][CH2:21][CH2:22][NH:23][C:24](=[O:30])[O:25][C:26]([CH3:29])([CH3:28])[CH3:27].C(Cl)CCl.C1C=CC2N(O)N=NC=2C=1. The catalyst class is: 9.